Dataset: Reaction yield outcomes from USPTO patents with 853,638 reactions. Task: Predict the reaction yield, written as a fraction of the theoretical maximum amount of product (1.0 means a 100% yield; for example, 0.34 means a 34% yield). (1) The reactants are C([O:4][C:5]1[CH:6]=[C:7]2[C:12](=[CH:13][C:14]=1[O:15][CH3:16])[N:11]=[CH:10][N:9]=[C:8]2[Cl:17])(=O)C. The catalyst is N. The product is [Cl:17][C:8]1[C:7]2[C:12](=[CH:13][C:14]([O:15][CH3:16])=[C:5]([OH:4])[CH:6]=2)[N:11]=[CH:10][N:9]=1. The yield is 0.678. (2) The reactants are [F:1][C:2]1[CH:7]=[CH:6][CH:5]=[C:4]([F:8])[C:3]=1/[CH:9]=[CH:10]/[C:11]1[CH:16]=[CH:15][C:14]([N+:17]([O-])=O)=[CH:13][CH:12]=1.Cl[Sn]Cl. The catalyst is CC(O)=O.Cl. The product is [F:1][C:2]1[CH:7]=[CH:6][CH:5]=[C:4]([F:8])[C:3]=1/[CH:9]=[CH:10]/[C:11]1[CH:16]=[CH:15][C:14]([NH2:17])=[CH:13][CH:12]=1. The yield is 0.830. (3) The reactants are [CH3:1][C:2]1[S:3][C:4]([NH2:14])=[C:5]([C:7]2[CH:12]=[CH:11][CH:10]=[CH:9][C:8]=2[CH3:13])[N:6]=1.C(N(C(C)C)CC)(C)C.[Cl:24][C:25]1[N:30]=[CH:29][N:28]2[N:31]=[CH:32][C:33]([C:34](Cl)=[O:35])=[C:27]2[CH:26]=1. The catalyst is ClCCl. The product is [CH3:1][C:2]1[S:3][C:4]([NH:14][C:34]([C:33]2[CH:32]=[N:31][N:28]3[CH:27]=[CH:26][C:25]([Cl:24])=[N:30][C:29]=23)=[O:35])=[C:5]([C:7]2[CH:12]=[CH:11][CH:10]=[CH:9][C:8]=2[CH3:13])[N:6]=1. The yield is 0.730. (4) The reactants are [CH3:1][O:2][CH2:3][O:4][C:5]1[CH:14]=[CH:13][C:12]2[O:11][CH:10]([C:15]3[CH:20]=[CH:19][C:18]([O:21][CH2:22][O:23][CH3:24])=[CH:17][CH:16]=3)[CH:9]3[CH2:25][C:26](=[O:28])[CH2:27][CH:8]3[C:7]=2[CH:6]=1.[CH2:29]([Mg]Cl)[CH3:30]. The catalyst is C1COCC1. The product is [CH2:29]([C:26]1([OH:28])[CH2:25][CH:9]2[CH:10]([C:15]3[CH:16]=[CH:17][C:18]([O:21][CH2:22][O:23][CH3:24])=[CH:19][CH:20]=3)[O:11][C:12]3[CH:13]=[CH:14][C:5]([O:4][CH2:3][O:2][CH3:1])=[CH:6][C:7]=3[CH:8]2[CH2:27]1)[CH3:30]. The yield is 0.810.